From a dataset of Full USPTO retrosynthesis dataset with 1.9M reactions from patents (1976-2016). Predict the reactants needed to synthesize the given product. (1) Given the product [OH:1][C@H:2]1[CH2:7][CH2:6][CH2:5][CH2:4][C@@H:3]1[N:8]1[CH2:16][C:15]2[C:14]3[CH:20]=[CH:19][CH:18]=[CH:17][C:13]=3[C:12]([CH2:21][N:22]3[CH2:27][CH2:26][C:25]([C:30]4[CH:35]=[CH:34][CH:33]=[C:32]([O:44][CH3:43])[N:31]=4)([C:28]#[N:29])[CH2:24][CH2:23]3)=[CH:11][C:10]=2[C:9]1=[O:36], predict the reactants needed to synthesize it. The reactants are: [OH:1][C@H:2]1[CH2:7][CH2:6][CH2:5][CH2:4][C@@H:3]1[N:8]1[CH2:16][C:15]23[CH:17]=[CH:18][CH:19]=[CH:20][C:14]2=[CH:13][C:12]([CH2:21][N:22]2[CH2:27][CH2:26][C:25]([C:30]4[CH:35]=[CH:34][CH:33]=[CH:32][N:31]=4)([C:28]#[N:29])[CH2:24][CH2:23]2)=[CH:11][CH:10]3[C:9]1=[O:36].N1([C:43]([O-])=[O:44])CCCCC1.C(C1(C2C=CC=CN=2)CCN(C(OC(C)(C)C)=O)CC1)#N. (2) Given the product [OH:20][CH:21]1[CH2:24][N:23]([C:13]([C:11]2[S:12][C:8]([C:5]3[C:4]([CH3:16])=[C:3]([C:2]([F:1])([F:18])[F:17])[O:7][N:6]=3)=[CH:9][CH:10]=2)=[O:15])[CH2:22]1, predict the reactants needed to synthesize it. The reactants are: [F:1][C:2]([F:18])([F:17])[C:3]1[O:7][N:6]=[C:5]([C:8]2[S:12][C:11]([C:13]([OH:15])=O)=[CH:10][CH:9]=2)[C:4]=1[CH3:16].Cl.[OH:20][CH:21]1[CH2:24][NH:23][CH2:22]1. (3) Given the product [C:28]([O:13][C:12]([C:10]1[CH:11]=[C:2]([Br:1])[CH:3]=[C:4]2[C:9]=1[O:8][C:7]([CH3:16])([CH3:15])[CH2:6][C:5]2([CH3:18])[CH3:17])=[O:14])([CH3:32])([CH3:29])[CH3:27], predict the reactants needed to synthesize it. The reactants are: [Br:1][C:2]1[CH:3]=[C:4]2[C:9](=[C:10]([C:12]([OH:14])=[O:13])[CH:11]=1)[O:8][C:7]([CH3:16])([CH3:15])[CH2:6][C:5]2([CH3:18])[CH3:17].C(N(CC)CC)C.Cl[C:27]1C=C(Cl)C=[C:32](Cl)[C:28]=1[C:29](Cl)=O.CC(O)(C)C. (4) Given the product [CH3:24][N:25]([CH2:27][C:28]1[CH:33]=[CH:32][CH:31]=[CH:30][C:29]=1[C:2]1[N:7]2[CH:8]=[C:9]([CH2:11][N:12]([CH3:23])[CH:13]3[C:22]4[N:21]=[CH:20][CH:19]=[CH:18][C:17]=4[CH2:16][CH2:15][CH2:14]3)[N:10]=[C:6]2[CH:5]=[CH:4][CH:3]=1)[CH3:26], predict the reactants needed to synthesize it. The reactants are: Br[C:2]1[N:7]2[CH:8]=[C:9]([CH2:11][N:12]([CH3:23])[CH:13]3[C:22]4[N:21]=[CH:20][CH:19]=[CH:18][C:17]=4[CH2:16][CH2:15][CH2:14]3)[N:10]=[C:6]2[CH:5]=[CH:4][CH:3]=1.[CH3:24][N:25]([CH2:27][C:28]1[CH:33]=[CH:32][CH:31]=[CH:30][C:29]=1B(O)O)[CH3:26]. (5) Given the product [CH3:34][N:35]([CH3:45])[C:36]1[CH:37]=[C:38]([CH:42]=[CH:43][CH:44]=1)[C:39]([N:15]1[CH2:16][CH2:17][N:12]([C:11]2[C:6]3[CH:5]=[C:4]([CH2:2][CH3:3])[S:24][C:7]=3[N:8]=[C:9]([S:18][CH2:19][C:20]([O:22][CH3:23])=[O:21])[N:10]=2)[CH2:13][CH2:14]1)=[O:40], predict the reactants needed to synthesize it. The reactants are: Cl.[CH2:2]([C:4]1[S:24][C:7]2[N:8]=[C:9]([S:18][CH2:19][C:20]([O:22][CH3:23])=[O:21])[N:10]=[C:11]([N:12]3[CH2:17][CH2:16][NH:15][CH2:14][CH2:13]3)[C:6]=2[CH:5]=1)[CH3:3].C(N(C(C)C)CC)(C)C.[CH3:34][N:35]([CH3:45])[C:36]1[CH:37]=[C:38]([CH:42]=[CH:43][CH:44]=1)[C:39](O)=[O:40].CN(C(ON1N=NC2C=CC=NC1=2)=[N+](C)C)C.F[P-](F)(F)(F)(F)F. (6) Given the product [OH:9][C:4]1[CH2:3][N:2]([C:11]([O:13][C:14]([CH3:17])([CH3:16])[CH3:15])=[O:12])[C:7]([OH:8])=[CH:6][CH:5]=1, predict the reactants needed to synthesize it. The reactants are: O[N:2]1[C:7]([OH:8])=[CH:6][CH:5]=[C:4]([OH:9])[CH:3]1O.[C:11](OC([O-])=O)([O:13][C:14]([CH3:17])([CH3:16])[CH3:15])=[O:12].C(OC(=O)C)C. (7) Given the product [Cl:32][C:23]1[C:24]([C:28]([F:29])([F:30])[F:31])=[CH:25][CH:26]=[CH:27][C:22]=1[CH2:21][O:18][C:10]1[C:9]([F:19])=[C:8]([C:5]2[N:6]=[CH:7][C:2]([NH2:1])=[N:3][CH:4]=2)[CH:13]=[CH:12][C:11]=1[CH:14]1[CH2:15][CH2:16][CH2:17]1, predict the reactants needed to synthesize it. The reactants are: [NH2:1][C:2]1[N:3]=[CH:4][C:5]([C:8]2[C:9]([F:19])=[C:10]([OH:18])[C:11]([CH:14]3[CH2:17][CH2:16][CH2:15]3)=[CH:12][CH:13]=2)=[N:6][CH:7]=1.Br[CH2:21][C:22]1[CH:27]=[CH:26][CH:25]=[C:24]([C:28]([F:31])([F:30])[F:29])[C:23]=1[Cl:32]. (8) Given the product [Br:19][C:3]1[C:4]2[C:9](=[CH:8][CH:7]=[CH:6][CH:5]=2)[NH:1][C:2]=1[C:10]([N:12]1[CH2:13][CH2:14][N:15]([CH3:18])[CH2:16][CH2:17]1)=[O:11], predict the reactants needed to synthesize it. The reactants are: [NH:1]1[C:9]2[C:4](=[CH:5][CH:6]=[CH:7][CH:8]=2)[CH:3]=[C:2]1[C:10]([N:12]1[CH2:17][CH2:16][N:15]([CH3:18])[CH2:14][CH2:13]1)=[O:11].[Br:19]Br.O.[OH-].[Na+]. (9) Given the product [C:1]([O:5][C:6](=[O:24])[NH:7][C:8]1[CH:13]=[C:12]([NH:14][CH2:15][CH:16]([CH3:17])[CH3:18])[C:11]([C:19]([F:22])([F:21])[F:20])=[CH:10][C:9]=1[NH:23][C:30](=[O:29])[CH2:31][C:32](=[O:45])[C:33]1[CH:38]=[CH:37][CH:36]=[C:35]([C:39]2[CH:40]=[CH:41][N:42]=[CH:43][CH:44]=2)[CH:34]=1)([CH3:3])([CH3:4])[CH3:2], predict the reactants needed to synthesize it. The reactants are: [C:1]([O:5][C:6](=[O:24])[NH:7][C:8]1[CH:13]=[C:12]([NH:14][CH2:15][CH:16]([CH3:18])[CH3:17])[C:11]([C:19]([F:22])([F:21])[F:20])=[CH:10][C:9]=1[NH2:23])([CH3:4])([CH3:3])[CH3:2].C([O:29][C:30](=O)[CH2:31][C:32](=[O:45])[C:33]1[CH:38]=[CH:37][CH:36]=[C:35]([C:39]2[CH:44]=[CH:43][N:42]=[CH:41][CH:40]=2)[CH:34]=1)(C)(C)C.